From a dataset of Catalyst prediction with 721,799 reactions and 888 catalyst types from USPTO. Predict which catalyst facilitates the given reaction. (1) Reactant: [NH2:1][C:2]1[CH:11]=[CH:10][CH:9]=[CH:8][C:3]=1[C:4]([NH:6][CH3:7])=[O:5].[Cl:12][C:13]1[N:18]=[C:17](Cl)[C:16]([Cl:20])=[CH:15][N:14]=1.C(=O)([O-])[O-].[K+].[K+].O. Product: [Cl:12][C:13]1[N:18]=[C:17]([NH:1][C:2]2[CH:11]=[CH:10][CH:9]=[CH:8][C:3]=2[C:4]([NH:6][CH3:7])=[O:5])[C:16]([Cl:20])=[CH:15][N:14]=1. The catalyst class is: 3. (2) Reactant: Br[C:2]1[CH:3]=[C:4]([N:8]2[C:21]3[C:16](=[CH:17][CH:18]=[CH:19][CH:20]=3)[C:15]([CH3:23])([CH3:22])[C:14]3[CH:13]=[CH:12][CH:11]=[CH:10][C:9]2=3)[CH:5]=[CH:6][CH:7]=1.[B:33]1([B:33]2[O:37][C:36]([CH3:39])([CH3:38])[C:35]([CH3:41])([CH3:40])[O:34]2)[O:37][C:36]([CH3:39])([CH3:38])[C:35]([CH3:41])([CH3:40])[O:34]1.C([O-])(=O)C.[K+]. Product: [CH3:22][C:15]1([CH3:23])[C:16]2[CH:17]=[CH:18][CH:19]=[CH:20][C:21]=2[N:8]([C:4]2[CH:5]=[CH:6][CH:7]=[C:2]([B:33]3[O:34][C:35]([CH3:40])([CH3:41])[C:36]([CH3:38])([CH3:39])[O:37]3)[CH:3]=2)[C:9]2[C:14]1=[CH:13][CH:12]=[CH:11][CH:10]=2. The catalyst class is: 203.